Dataset: Retrosynthesis with 50K atom-mapped reactions and 10 reaction types from USPTO. Task: Predict the reactants needed to synthesize the given product. (1) Given the product Oc1ccc(OCc2ccccc2)c(Br)c1, predict the reactants needed to synthesize it. The reactants are: BrCc1ccccc1.Oc1ccc(O)c(Br)c1. (2) Given the product COC[C@]1(O)CCCC[C@H]1n1cnc(C(=O)N2CCN(Cc3ccccc3)CC2/C=C/c2ccccn2)c1-c1ccccc1, predict the reactants needed to synthesize it. The reactants are: C(=C/[C@@H]1CN(Cc2ccccc2)CCN1)\c1ccccn1.COC[C@]1(O)CCCC[C@H]1n1cnc(C(=O)O)c1-c1ccccc1. (3) Given the product COCC[C@H](N)C(=O)N1CCOCC1, predict the reactants needed to synthesize it. The reactants are: COCC[C@H](NC(=O)OC(C)(C)C)C(=O)N1CCOCC1. (4) Given the product C=C1[C@H](O[Si](C)(C)C(C)(C)C)CC(O)(CO)C[C@H]1O[Si](C)(C)C(C)(C)C, predict the reactants needed to synthesize it. The reactants are: C=C1[C@H](O[Si](C)(C)C(C)(C)C)CC(O)(C(=O)OC)C[C@H]1O[Si](C)(C)C(C)(C)C. (5) Given the product CNC(=O)[C@@](C)(C(=O)NOC1CCCCO1)N(C)C(=O)c1ccc(C#Cc2ccc(CN3CC(OC)C3)cc2)cc1, predict the reactants needed to synthesize it. The reactants are: CNC(=O)[C@@](C)(C(=O)NOC1CCCCO1)N(C)C(=O)c1ccc(C#Cc2ccc(C=O)cc2)cc1.COC1CNC1. (6) The reactants are: C1COCCN1.COc1cc2cc(C=O)sc2cc1OC.[C-]#N. Given the product COc1cc2cc(C(C#N)N3CCOCC3)sc2cc1OC, predict the reactants needed to synthesize it. (7) Given the product COc1ccccc1-c1nc(Cl)ns1, predict the reactants needed to synthesize it. The reactants are: COc1ccccc1B(O)O.Clc1nsc(Cl)n1. (8) Given the product CN(C(=O)Oc1cccc(-c2ccccc2)c1)c1ccccc1, predict the reactants needed to synthesize it. The reactants are: CN(C(=O)Cl)c1ccccc1.Oc1cccc(-c2ccccc2)c1.